Dataset: Full USPTO retrosynthesis dataset with 1.9M reactions from patents (1976-2016). Task: Predict the reactants needed to synthesize the given product. (1) Given the product [CH3:58][C:56]([NH:59][CH2:60][CH:61]([OH:71])[C:62]1[CH:63]=[CH:64][C:65]([OH:70])=[C:66]([CH2:68][OH:69])[CH:67]=1)([CH3:55])[CH3:57], predict the reactants needed to synthesize it. The reactants are: C(O)C.O.CCCCCCCCCCCCCCCC(OC[C@@H](OC(CCCCCCCCCCCCCCC)=O)COP(OCC[N+](C)(C)C)([O-])=O)=O.[CH3:55][C:56]([NH:59][CH2:60][CH:61]([OH:71])[C:62]1[CH:63]=[CH:64][C:65]([OH:70])=[C:66]([CH2:68][OH:69])[CH:67]=1)([CH3:58])[CH3:57].OS(O)(=O)=O. (2) Given the product [Cl:8][C:5]1[CH:6]=[CH:7][C:2]2[N:3]([CH:10]=[C:11]([C:13]3[S:14][C:15]([Cl:18])=[CH:16][CH:17]=3)[N:1]=2)[N:4]=1, predict the reactants needed to synthesize it. The reactants are: [NH2:1][C:2]1[N:3]=[N:4][C:5]([Cl:8])=[CH:6][CH:7]=1.Br[CH2:10][C:11]([C:13]1[S:14][C:15]([Cl:18])=[CH:16][CH:17]=1)=O. (3) Given the product [CH3:17][N:18]([CH3:25])[CH:19]1[CH2:24][CH2:23][N:22]([C:7](=[O:9])[C:6]([C:2]2[S:1][CH:5]=[CH:4][CH:3]=2)=[O:10])[CH2:21][CH2:20]1, predict the reactants needed to synthesize it. The reactants are: [S:1]1[CH:5]=[CH:4][CH:3]=[C:2]1[C:6](=[O:10])[C:7]([OH:9])=O.C(Cl)(=O)C(Cl)=O.[CH3:17][N:18]([CH3:25])[CH:19]1[CH2:24][CH2:23][NH:22][CH2:21][CH2:20]1.CCN(C(C)C)C(C)C.